Dataset: Reaction yield outcomes from USPTO patents with 853,638 reactions. Task: Predict the reaction yield, written as a fraction of the theoretical maximum amount of product (1.0 means a 100% yield; for example, 0.34 means a 34% yield). (1) The catalyst is ClCCl. The yield is 0.850. The reactants are [C:1]1([C:7]2[O:8][C:9]3[CH:15]=[CH:14][C:13]([NH2:16])=[CH:12][C:10]=3[N:11]=2)[CH:6]=[CH:5][CH:4]=[CH:3][CH:2]=1.[C:17]1([N:23]=[C:24]=[O:25])[CH:22]=[CH:21][CH:20]=[CH:19][CH:18]=1. The product is [C:17]1([NH:23][C:24]([NH:16][C:13]2[CH:14]=[CH:15][C:9]3[O:8][C:7]([C:1]4[CH:2]=[CH:3][CH:4]=[CH:5][CH:6]=4)=[N:11][C:10]=3[CH:12]=2)=[O:25])[CH:22]=[CH:21][CH:20]=[CH:19][CH:18]=1. (2) The yield is 0.780. The catalyst is [Fe].O. The reactants are [Br:1][C:2]1[C:9]([F:10])=[CH:8][C:5]([CH:6]=[O:7])=[C:4]([N+:11]([O-])=O)[CH:3]=1.CCO.CC(O)=O. The product is [NH2:11][C:4]1[CH:3]=[C:2]([Br:1])[C:9]([F:10])=[CH:8][C:5]=1[CH:6]=[O:7]. (3) The reactants are [CH:1]([C:3]1[CH:12]=[CH:11][C:10]2[C:5](=[CH:6][CH:7]=[CH:8][CH:9]=2)[N:4]=1)=[CH2:2].[Br:13][C:14]1[N:19]2[C:20](=[O:23])[NH:21][N:22]=[C:18]2[CH:17]=[CH:16][CH:15]=1.[OH-].[K+]. The catalyst is CN1C(=O)CCC1.C(Cl)Cl. The product is [Br:13][C:14]1[N:19]2[C:20](=[O:23])[N:21]([CH2:2][CH2:1][C:3]3[CH:12]=[CH:11][C:10]4[C:5](=[CH:6][CH:7]=[CH:8][CH:9]=4)[N:4]=3)[N:22]=[C:18]2[CH:17]=[CH:16][CH:15]=1. The yield is 0.0900. (4) The reactants are [CH:1]([N:4]1[C:8]([C:9]2[N:18]=[C:17]3[N:11]([CH2:12][CH2:13][O:14][C:15]4[CH:22]=[C:21]([OH:23])[CH:20]=[CH:19][C:16]=43)[CH:10]=2)=[N:7][CH:6]=[N:5]1)([CH3:3])[CH3:2].[C:24]([C@H:27](OS(C)(=O)=O)[CH3:28])(=[O:26])[NH2:25].C(=O)([O-])[O-].[K+].[K+]. The catalyst is CN(C=O)C.O. The product is [CH:1]([N:4]1[C:8]([C:9]2[N:18]=[C:17]3[C:16]4[CH:19]=[CH:20][C:21]([O:23][C@@H:27]([CH3:28])[C:24]([NH2:25])=[O:26])=[CH:22][C:15]=4[O:14][CH2:13][CH2:12][N:11]3[CH:10]=2)=[N:7][CH:6]=[N:5]1)([CH3:3])[CH3:2]. The yield is 0.480. (5) The reactants are [Br:1][C:2]1[CH:10]=[CH:9][C:5]([C:6](O)=[O:7])=[CH:4][C:3]=1[CH3:11].[CH3:12][NH:13][CH3:14]. The catalyst is CCO. The product is [Br:1][C:2]1[CH:10]=[CH:9][C:5]([C:6]([N:13]([CH3:14])[CH3:12])=[O:7])=[CH:4][C:3]=1[CH3:11]. The yield is 0.650.